This data is from Catalyst prediction with 721,799 reactions and 888 catalyst types from USPTO. The task is: Predict which catalyst facilitates the given reaction. Reactant: [CH3:1][C:2]1[CH:7]=[CH:6][N:5]=[CH:4][C:3]=1[N:8]1[CH2:12][CH2:11][NH:10][C:9]1=[O:13].Br[C:15]1[CH:20]=[CH:19][CH:18]=[CH:17][CH:16]=1.N[C@@H]1CCCC[C@H]1N.P([O-])([O-])([O-])=O.[K+].[K+].[K+]. Product: [CH3:1][C:2]1[CH:7]=[CH:6][N:5]=[CH:4][C:3]=1[N:8]1[CH2:12][CH2:11][N:10]([C:15]2[CH:20]=[CH:19][CH:18]=[CH:17][CH:16]=2)[C:9]1=[O:13]. The catalyst class is: 246.